From a dataset of Full USPTO retrosynthesis dataset with 1.9M reactions from patents (1976-2016). Predict the reactants needed to synthesize the given product. Given the product [CH3:32][O:33][CH2:34][CH2:35][N:2]1[C@H:1]2[CH2:31][C@H:4]([N:5]([C:7]([C:9]3[CH:10]=[CH:11][C:12]([NH:15][C:16]4[N:21]=[C:20]([C:22]5[N:23]([CH:28]([CH3:29])[CH3:30])[C:24]([CH3:27])=[N:25][CH:26]=5)[CH:19]=[CH:18][N:17]=4)=[CH:13][CH:14]=3)=[O:8])[CH2:6]2)[CH2:3]1, predict the reactants needed to synthesize it. The reactants are: [C@H:1]12[CH2:31][C@H:4]([N:5]([C:7]([C:9]3[CH:14]=[CH:13][C:12]([NH:15][C:16]4[N:21]=[C:20]([C:22]5[N:23]([CH:28]([CH3:30])[CH3:29])[C:24]([CH3:27])=[N:25][CH:26]=5)[CH:19]=[CH:18][N:17]=4)=[CH:11][CH:10]=3)=[O:8])[CH2:6]1)[CH2:3][NH:2]2.[CH3:32][O:33][CH2:34][CH2:35]Br.